This data is from Catalyst prediction with 721,799 reactions and 888 catalyst types from USPTO. The task is: Predict which catalyst facilitates the given reaction. (1) Reactant: [F:1][C:2]1[CH:3]=[C:4]([C@H:8]2[CH2:12][C@@H:11]([OH:13])[CH2:10][N:9]2[C:14]2[CH:19]=[CH:18][N:17]3[N:20]=[CH:21][C:22]([C:23]([N:25]([CH2:35][C:36]4[CH:41]=[CH:40][C:39]([O:42][CH3:43])=[CH:38][CH:37]=4)[CH2:26][C:27]4[CH:32]=[CH:31][C:30]([O:33][CH3:34])=[CH:29][CH:28]=4)=[O:24])=[C:16]3[CH:15]=2)[CH:5]=[CH:6][CH:7]=1.C(N(CC)CC)C.[CH3:51][S:52](Cl)(=[O:54])=[O:53]. Product: [CH3:51][S:52]([O:13][C@@H:11]1[CH2:12][C@H:8]([C:4]2[CH:5]=[CH:6][CH:7]=[C:2]([F:1])[CH:3]=2)[N:9]([C:14]2[CH:19]=[CH:18][N:17]3[N:20]=[CH:21][C:22]([C:23](=[O:24])[N:25]([CH2:26][C:27]4[CH:32]=[CH:31][C:30]([O:33][CH3:34])=[CH:29][CH:28]=4)[CH2:35][C:36]4[CH:41]=[CH:40][C:39]([O:42][CH3:43])=[CH:38][CH:37]=4)=[C:16]3[CH:15]=2)[CH2:10]1)(=[O:54])=[O:53]. The catalyst class is: 2. (2) Reactant: [CH:1]1([N:7]2[C:12]([OH:13])=[C:11]([C:14]([NH:16][CH2:17][C:18]([O:20]CC)=[O:19])=[O:15])[C:10](=[O:23])[NH:9][C:8]2=[O:24])[CH2:6][CH2:5][CH2:4][CH2:3][CH2:2]1.C(=O)([O-])[O-].[K+].[K+].[CH3:31][O:32][C:33]1[CH:34]=[C:35]([CH:38]=[C:39]([O:41][CH3:42])[CH:40]=1)[CH2:36]Br.Cl. Product: [CH3:42][O:41][C:39]1[CH:38]=[C:35]([CH2:36][N:9]2[C:10](=[O:23])[C:11]([C:14]([NH:16][CH2:17][C:18]([OH:20])=[O:19])=[O:15])=[C:12]([OH:13])[N:7]([CH:1]3[CH2:2][CH2:3][CH2:4][CH2:5][CH2:6]3)[C:8]2=[O:24])[CH:34]=[C:33]([O:32][CH3:31])[CH:40]=1. The catalyst class is: 44.